From a dataset of Full USPTO retrosynthesis dataset with 1.9M reactions from patents (1976-2016). Predict the reactants needed to synthesize the given product. (1) Given the product [CH3:25][O:1][CH2:2][C:3]1[CH:4]=[C:5]([N:12]2[CH2:13][CH2:14][N:15]([C:18](=[O:20])[CH3:19])[CH2:16][CH2:17]2)[CH:6]=[CH:7][C:8]=1[N+:9]([O-:11])=[O:10], predict the reactants needed to synthesize it. The reactants are: [OH:1][CH2:2][C:3]1[CH:4]=[C:5]([N:12]2[CH2:17][CH2:16][N:15]([C:18](=[O:20])[CH3:19])[CH2:14][CH2:13]2)[CH:6]=[CH:7][C:8]=1[N+:9]([O-:11])=[O:10].S(OC)(O[CH3:25])(=O)=O.[OH-].[K+]. (2) Given the product [CH3:5][O:6][C:7]1[CH:20]=[CH:19][C:18]2[O:17][C:16]3[C:11](=[CH:12][C:13]([C:21]4[CH:26]=[N:25][CH:24]=[N:23][CH:22]=4)=[CH:14][CH:15]=3)[C:10]([CH:1]=[CH2:2])([OH:27])[C:9]=2[CH:8]=1, predict the reactants needed to synthesize it. The reactants are: [CH:1]([Mg]Cl)=[CH2:2].[CH3:5][O:6][C:7]1[CH:20]=[CH:19][C:18]2[O:17][C:16]3[C:11](=[CH:12][C:13]([C:21]4[CH:22]=[N:23][CH:24]=[N:25][CH:26]=4)=[CH:14][CH:15]=3)[C:10](=[O:27])[C:9]=2[CH:8]=1. (3) Given the product [Br:18][CH2:9][C:8]1[N:7]([CH3:10])[N:6]([C:11]2[CH:12]=[CH:13][CH:14]=[CH:15][CH:16]=2)[C:5](=[O:17])[C:4]=1[CH:1]1[CH2:3][CH2:2]1, predict the reactants needed to synthesize it. The reactants are: [CH:1]1([C:4]2[C:5](=[O:17])[N:6]([C:11]3[CH:16]=[CH:15][CH:14]=[CH:13][CH:12]=3)[N:7]([CH3:10])[C:8]=2[CH3:9])[CH2:3][CH2:2]1.[Br:18]Br. (4) Given the product [Br-:1].[CH3:47][C:46]([CH3:49])([CH3:48])[O:45][C:43](=[O:44])[NH:42][CH2:41][CH2:40][NH:39][C:2](=[O:3])[CH2:5][CH2:6][CH2:7][P+:8]([C:21]1[CH:26]=[CH:25][CH:24]=[CH:23][CH:22]=1)([C:9]1[CH:10]=[CH:11][CH:12]=[CH:13][CH:14]=1)[C:15]1[CH:20]=[CH:19][CH:18]=[CH:17][CH:16]=1, predict the reactants needed to synthesize it. The reactants are: [Br-:1].[C:2]([CH2:5][CH2:6][CH2:7][P+:8]([C:21]1[CH:26]=[CH:25][CH:24]=[CH:23][CH:22]=1)([C:15]1[CH:20]=[CH:19][CH:18]=[CH:17][CH:16]=1)[C:9]1[CH:14]=[CH:13][CH:12]=[CH:11][CH:10]=1)(O)=[O:3].C1N=CN(C(N2C=NC=C2)=O)C=1.[NH2:39][CH2:40][CH2:41][NH:42][C:43]([O:45][C:46]([CH3:49])([CH3:48])[CH3:47])=[O:44]. (5) Given the product [ClH:35].[CH3:1][C:2]1[O:6][C:5]([C:7]2[CH:16]=[CH:15][C:10]([C:11]([OH:13])=[O:12])=[CH:9][CH:8]=2)=[N:4][C:3]=1[CH2:17][S:18]([C:21]1[CH:26]=[CH:25][C:24]([CH2:27][CH2:28][N:29]2[CH2:34][CH2:33][O:32][CH2:31][CH2:30]2)=[CH:23][CH:22]=1)(=[O:19])=[O:20], predict the reactants needed to synthesize it. The reactants are: [CH3:1][C:2]1[O:6][C:5]([C:7]2[CH:16]=[CH:15][C:10]([C:11]([O:13]C)=[O:12])=[CH:9][CH:8]=2)=[N:4][C:3]=1[CH2:17][S:18]([C:21]1[CH:26]=[CH:25][C:24]([CH2:27][CH2:28][N:29]2[CH2:34][CH2:33][O:32][CH2:31][CH2:30]2)=[CH:23][CH:22]=1)(=[O:20])=[O:19].[ClH:35]. (6) Given the product [C:20]([SiH2:17][O:25][C:15]([CH3:16])([CH3:27])[C:6]1[CH:5]=[C:4]2[C:9](=[CH:8][CH:7]=1)[NH:1][CH:2]=[CH:3]2)([CH3:23])([CH3:22])[CH3:21], predict the reactants needed to synthesize it. The reactants are: [N:1]1(CO)[C:9]2[C:4](=[CH:5][CH:6]=[CH:7][CH:8]=2)[CH:3]=[CH:2]1.N1[CH:16]=[CH:15]N=C1.[Si:17](Cl)([C:20]([CH3:23])([CH3:22])[CH3:21])(C)C.[OH2:25].Cl[CH2:27]Cl. (7) The reactants are: CN(C(ON1N=NC2C=CC=NC1=2)=[N+](C)C)C.F[P-](F)(F)(F)(F)F.[O:25]1[C:30]2([CH2:35][CH2:34][N:33]([CH2:36][C:37]3[CH:38]=[C:39]([CH2:44][CH2:45][OH:46])[CH:40]=[CH:41][C:42]=3[F:43])[CH2:32][CH2:31]2)[CH2:29][NH:28][CH2:27][CH2:26]1.[CH:47]([C:50]1[S:51][CH:52]=[C:53]([C:55](O)=[O:56])[N:54]=1)([CH3:49])[CH3:48].C(N(CC)CC)C. Given the product [F:43][C:42]1[CH:41]=[CH:40][C:39]([CH2:44][CH2:45][OH:46])=[CH:38][C:37]=1[CH2:36][N:33]1[CH2:34][CH2:35][C:30]2([O:25][CH2:26][CH2:27][N:28]([C:55]([C:53]3[N:54]=[C:50]([CH:47]([CH3:49])[CH3:48])[S:51][CH:52]=3)=[O:56])[CH2:29]2)[CH2:31][CH2:32]1, predict the reactants needed to synthesize it. (8) Given the product [C:1]1([CH:7]2[N:12]([S:13]([C:16]3[CH:21]=[CH:20][C:19]([CH3:22])=[CH:18][CH:17]=3)(=[O:15])=[O:14])[CH2:11][CH:10]3[C:8]2([C:23]([Cl:28])=[O:25])[CH2:9]3)[CH:6]=[CH:5][CH:4]=[CH:3][CH:2]=1, predict the reactants needed to synthesize it. The reactants are: [C:1]1([CH:7]2[N:12]([S:13]([C:16]3[CH:21]=[CH:20][C:19]([CH3:22])=[CH:18][CH:17]=3)(=[O:15])=[O:14])[CH2:11][CH:10]3[C:8]2([C:23]([OH:25])=O)[CH2:9]3)[CH:6]=[CH:5][CH:4]=[CH:3][CH:2]=1.S(Cl)([Cl:28])=O.